Predict the reactants needed to synthesize the given product. From a dataset of Full USPTO retrosynthesis dataset with 1.9M reactions from patents (1976-2016). (1) Given the product [I-:23].[Cl:1][C:2]1[N:7]=[CH:6][C:5]([CH2:8][N+:9]2[C:10]3[N:11]([N:17]=[C:18]([S:20][CH3:21])[N:19]=3)[C:12]([S:16][CH3:22])=[CH:13][C:14]=2[CH3:15])=[CH:4][CH:3]=1, predict the reactants needed to synthesize it. The reactants are: [Cl:1][C:2]1[N:7]=[CH:6][C:5]([CH2:8][N:9]2[C:14]([CH3:15])=[CH:13][C:12](=[S:16])[N:11]3[N:17]=[C:18]([S:20][CH3:21])[N:19]=[C:10]23)=[CH:4][CH:3]=1.[CH3:22][I:23]. (2) Given the product [C:1]([O:5][C:6]([N:8]1[CH2:16][C:15]2[C:10](=[CH:11][CH:12]=[C:13]([CH:17]3[CH2:18][CH2:19][O:20][CH2:21][CH2:22]3)[CH:14]=2)[CH2:9]1)=[O:7])([CH3:4])([CH3:2])[CH3:3], predict the reactants needed to synthesize it. The reactants are: [C:1]([O:5][C:6]([N:8]1[CH2:16][C:15]2[C:10](=[CH:11][CH:12]=[C:13]([C:17]3[CH2:18][CH2:19][O:20][CH2:21][CH:22]=3)[CH:14]=2)[CH2:9]1)=[O:7])([CH3:4])([CH3:3])[CH3:2].C([O-])=O.[NH4+]. (3) Given the product [F:23][C:24]([F:38])([F:39])[C:25]1[CH:26]=[C:27]([CH:31]=[C:32]([C:34]([F:37])([F:36])[F:35])[CH:33]=1)[CH2:28][N:29]([CH3:30])[C:11](=[O:13])[C:10]1[C:14]([O:16][C:17]2[CH:18]=[CH:19][CH:20]=[CH:21][CH:22]=2)=[CH:15][C:7]([N:1]2[CH2:2][CH2:3][O:4][CH2:5][CH2:6]2)=[N:8][CH:9]=1, predict the reactants needed to synthesize it. The reactants are: [N:1]1([C:7]2[CH:15]=[C:14]([O:16][C:17]3[CH:22]=[CH:21][CH:20]=[CH:19][CH:18]=3)[C:10]([C:11]([OH:13])=O)=[CH:9][N:8]=2)[CH2:6][CH2:5][O:4][CH2:3][CH2:2]1.[F:23][C:24]([F:39])([F:38])[C:25]1[CH:26]=[C:27]([CH:31]=[C:32]([C:34]([F:37])([F:36])[F:35])[CH:33]=1)[CH2:28][NH:29][CH3:30].[Cl-].[NH4+].